This data is from Full USPTO retrosynthesis dataset with 1.9M reactions from patents (1976-2016). The task is: Predict the reactants needed to synthesize the given product. (1) Given the product [CH3:20][O:7][C:6](=[O:8])[C:5]1[CH:9]=[CH:10][C:2]([OH:1])=[C:3]([C:11]([F:12])([F:13])[F:14])[CH:4]=1, predict the reactants needed to synthesize it. The reactants are: [OH:1][C:2]1[CH:10]=[CH:9][C:5]([C:6]([OH:8])=[O:7])=[CH:4][C:3]=1[C:11]([F:14])([F:13])[F:12].S(=O)(=O)(O)O.[CH3:20]O. (2) Given the product [F:57][CH:58]([F:76])[C:59]1[C:67]2[C:66]([F:69])([F:68])[CH2:65][CH2:64][C:63]([F:70])([F:71])[C:62]=2[N:61]([CH2:72][C:73]([NH:17][C@H:18]([C:28]2[C:33]([C:34]3[CH:35]=[CH:36][CH:37]=[C:38]4[C:42]=3[N:41]([CH3:43])[N:40]=[C:39]4[NH:44][S:45]([CH3:48])(=[O:47])=[O:46])=[CH:32][CH:31]=[C:30]([C:49]#[C:50][C:51]([OH:54])([CH3:52])[CH3:53])[N:29]=2)[CH2:19][C:20]2[CH:21]=[C:22]([F:27])[CH:23]=[C:24]([F:26])[CH:25]=2)=[O:74])[N:60]=1, predict the reactants needed to synthesize it. The reactants are: FC1(F)C2N(CC([NH:17][C@H:18]([C:28]3[C:33]([C:34]4[CH:35]=[CH:36][CH:37]=[C:38]5[C:42]=4[N:41]([CH3:43])[N:40]=[C:39]5[NH:44][S:45]([CH3:48])(=[O:47])=[O:46])=[CH:32][CH:31]=[C:30]([C:49]#[C:50][C:51]([OH:54])([CH3:53])[CH3:52])[N:29]=3)[CH2:19][C:20]3[CH:25]=[C:24]([F:26])[CH:23]=[C:22]([F:27])[CH:21]=3)=O)N=C(C(F)(F)F)C=2[C@H]2C[C@@H]12.[F:57][CH:58]([F:76])[C:59]1[C:67]2[C:66]([F:69])([F:68])[CH2:65][CH2:64][C:63]([F:71])([F:70])[C:62]=2[N:61]([CH2:72][C:73](O)=[O:74])[N:60]=1. (3) Given the product [CH2:1]=[C:2]1[C:3]2[CH:20]=[CH:19][CH:18]=[CH:17][C:4]=2[C:5]2[CH:6]=[CH:7][CH2:8][C:9]=2[C:10]2[CH:15]=[CH:14][CH:13]=[CH:12][C:11]1=2, predict the reactants needed to synthesize it. The reactants are: [CH2:1]=[C:2]1[C:11]2[CH:12]=[CH:13][CH:14]=[CH:15][C:10]=2[C:9]2[CH2:8][CH2:7][C:6](=O)[C:5]=2[C:4]2[CH:17]=[CH:18][CH:19]=[CH:20][C:3]1=2.[BH4-].[Na+]. (4) Given the product [NH:1]1[C:5]2=[N:6][CH:7]=[C:8]([NH:10][C:11]3[C:12]4[C:19]5[CH2:20][CH2:21][C@H:22]([C:24]([N:27]6[CH2:30][CH:29]([C:31]#[N:32])[CH2:28]6)=[O:25])[CH2:23][C:18]=5[S:17][C:13]=4[N:14]=[CH:15][N:16]=3)[CH:9]=[C:4]2[CH:3]=[N:2]1, predict the reactants needed to synthesize it. The reactants are: [NH:1]1[C:5]2=[N:6][CH:7]=[C:8]([NH:10][C:11]3[C:12]4[C:19]5[CH2:20][CH2:21][C@H:22]([C:24](O)=[O:25])[CH2:23][C:18]=5[S:17][C:13]=4[N:14]=[CH:15][N:16]=3)[CH:9]=[C:4]2[CH:3]=[N:2]1.[NH:27]1[CH2:30][CH:29]([C:31]#[N:32])[CH2:28]1. (5) Given the product [C:1]([O:5][C:6]([N:8]1[C:16]2[C:11](=[CH:12][CH:13]=[C:14]([O:17][CH2:26][CH2:27][O:28][CH2:29][C:30]3[CH:35]=[CH:34][CH:33]=[CH:32][CH:31]=3)[CH:15]=2)[C:10]([NH2:18])=[N:9]1)=[O:7])([CH3:4])([CH3:2])[CH3:3], predict the reactants needed to synthesize it. The reactants are: [C:1]([O:5][C:6]([N:8]1[C:16]2[C:11](=[CH:12][CH:13]=[C:14]([OH:17])[CH:15]=2)[C:10]([NH2:18])=[N:9]1)=[O:7])([CH3:4])([CH3:3])[CH3:2].C([O-])([O-])=O.[K+].[K+].Br[CH2:26][CH2:27][O:28][CH2:29][C:30]1[CH:35]=[CH:34][CH:33]=[CH:32][CH:31]=1.O. (6) Given the product [O:30]=[C:29]1[C:28]([CH2:27][C:24]2[CH:25]=[CH:26][C:21]([C:16]3[C:15]([C:13]#[N:14])=[CH:20][CH:19]=[CH:18][CH:17]=3)=[CH:22][CH:23]=2)=[C:34]([CH2:35][CH2:36][CH3:37])[N:12]2[N:11]=[N:10][CH:9]=[C:8]2[N:7]1[CH:4]1[CH2:5][CH2:6][O:1][CH2:2][CH2:3]1, predict the reactants needed to synthesize it. The reactants are: [O:1]1[CH2:6][CH2:5][CH:4]([NH:7][C:8]2[NH:12][N:11]=[N:10][CH:9]=2)[CH2:3][CH2:2]1.[C:13]([C:15]1[CH:20]=[CH:19][CH:18]=[CH:17][C:16]=1[C:21]1[CH:26]=[CH:25][C:24]([CH2:27][CH:28]([C:34](=O)[CH2:35][CH2:36][CH3:37])[C:29](OCC)=[O:30])=[CH:23][CH:22]=1)#[N:14].N12CCCN=C1CCCCC2.